Dataset: Reaction yield outcomes from USPTO patents with 853,638 reactions. Task: Predict the reaction yield, written as a fraction of the theoretical maximum amount of product (1.0 means a 100% yield; for example, 0.34 means a 34% yield). (1) The reactants are Cl.[CH3:2][C:3]1([CH3:21])[CH2:7][C:6]2[C:8]([CH3:20])=[C:9]([N:14]3[CH2:19][CH2:18][NH:17][CH2:16][CH2:15]3)[C:10]([CH3:13])=[C:11]([CH3:12])[C:5]=2[O:4]1.Br[C:23]1[CH:28]=[CH:27][C:26]([O:29][CH3:30])=[C:25]([O:31][CH3:32])[CH:24]=1. No catalyst specified. The product is [CH3:30][O:29][C:26]1[CH:27]=[C:28]([N:17]2[CH2:16][CH2:15][N:14]([C:9]3[C:10]([CH3:13])=[C:11]([CH3:12])[C:5]4[O:4][C:3]([CH3:21])([CH3:2])[CH2:7][C:6]=4[C:8]=3[CH3:20])[CH2:19][CH2:18]2)[CH:23]=[CH:24][C:25]=1[O:31][CH3:32]. The yield is 0.320. (2) The reactants are F[C:2]1[CH:7]=[C:6]([F:8])[CH:5]=[CH:4][C:3]=1[C:9]1[CH:10]=[C:11](CO)C(=O)N(CC(C)C)N=1.[F:22][C:23]1[CH:24]=[C:25]([C:31]2[CH:32]=[C:33]([C:38]([O:40][CH3:41])=[O:39])[C:34](=[O:37])[NH:35][N:36]=2)[CH:26]=[CH:27][C:28]=1[O:29][CH3:30].S([O-])(=O)(=O)C.FC1C=CC(CCCO)=CC=1. No catalyst specified. The product is [F:22][C:23]1[CH:24]=[C:25]([C:31]2[CH:32]=[C:33]([C:38]([O:40][CH3:41])=[O:39])[C:34](=[O:37])[N:35]([CH2:11][CH2:10][CH2:9][C:3]3[CH:2]=[CH:7][C:6]([F:8])=[CH:5][CH:4]=3)[N:36]=2)[CH:26]=[CH:27][C:28]=1[O:29][CH3:30]. The yield is 0.901. (3) The reactants are C(=O)([O-])[O-].[K+].[K+].[CH2:7](Br)[C:8]1[CH:13]=[CH:12][CH:11]=[CH:10][CH:9]=1.[O:15]=[C:16]1[C:22]2[CH:23]=[CH:24][CH:25]=[CH:26][C:21]=2[O:20][C:19]2[CH:27]=[CH:28][C:29]([CH:31]=[O:32])=[CH:30][C:18]=2[NH:17]1. The catalyst is C(#N)C.C(OCC)(=O)C. The product is [CH2:7]([N:17]1[C:16](=[O:15])[C:22]2[CH:23]=[CH:24][CH:25]=[CH:26][C:21]=2[O:20][C:19]2[CH:27]=[CH:28][C:29]([CH:31]=[O:32])=[CH:30][C:18]1=2)[C:8]1[CH:13]=[CH:12][CH:11]=[CH:10][CH:9]=1. The yield is 0.630. (4) The yield is 0.910. The reactants are [CH3:1][O:2][C:3]1[C:10]([O:11][CH2:12][O:13][CH2:14][CH2:15][Si:16]([CH3:19])([CH3:18])[CH3:17])=[CH:9][C:6]([CH:7]=[O:8])=[C:5]([Sn:20]([CH3:23])([CH3:22])[CH3:21])[CH:4]=1.[BH4-].[Na+]. The catalyst is CO.O. The product is [CH3:1][O:2][C:3]1[C:10]([O:11][CH2:12][O:13][CH2:14][CH2:15][Si:16]([CH3:17])([CH3:18])[CH3:19])=[CH:9][C:6]([CH2:7][OH:8])=[C:5]([Sn:20]([CH3:21])([CH3:23])[CH3:22])[CH:4]=1. (5) The reactants are Br[CH2:2][C:3]([C:5]1[CH:10]=[CH:9][C:8]([O:11][CH2:12][CH2:13][CH2:14][CH2:15][CH2:16][CH2:17][CH3:18])=[CH:7][CH:6]=1)=O.[Br:19][C:20]1[CH:28]=[CH:27][C:23]([C:24](=[S:26])[NH2:25])=[CH:22][CH:21]=1.C(O)(C)C. The catalyst is CCO. The product is [Br:19][C:20]1[CH:28]=[CH:27][C:23]([C:24]2[S:26][CH:2]=[C:3]([C:5]3[CH:10]=[CH:9][C:8]([O:11][CH2:12][CH2:13][CH2:14][CH2:15][CH2:16][CH2:17][CH3:18])=[CH:7][CH:6]=3)[N:25]=2)=[CH:22][CH:21]=1. The yield is 0.520. (6) The reactants are [OH-].[Na+].[Br:3][C:4]1[CH:9]=[CH:8][C:7]([C@@H:10]2[CH2:12][C@H:11]2[C:13]([O:15]CC)=[O:14])=[CH:6][CH:5]=1. The catalyst is CO. The product is [Br:3][C:4]1[CH:5]=[CH:6][C:7]([C@@H:10]2[CH2:12][C@H:11]2[C:13]([OH:15])=[O:14])=[CH:8][CH:9]=1. The yield is 0.720. (7) The reactants are CC[N:3]([CH2:6][CH3:7])[CH2:4][CH3:5].[C:8]1([CH:14]([C:17]2[CH:22]=[CH:21][CH:20]=[CH:19][CH:18]=2)[CH:15]=O)[CH:13]=[CH:12][CH:11]=[CH:10][CH:9]=1.C([BH3-])#N.[Na+].[CH3:27][OH:28]. No catalyst specified. The product is [C:8]1([CH:14]([C:17]2[CH:22]=[CH:21][CH:20]=[CH:19][CH:18]=2)[CH2:15][N:3]2[CH2:4][CH2:5][C:10]3[C:7](=[C:27]([OH:28])[CH:13]=[CH:8][CH:9]=3)[CH2:6]2)[CH:13]=[CH:12][CH:11]=[CH:10][CH:9]=1. The yield is 0.170.